Dataset: NCI-60 drug combinations with 297,098 pairs across 59 cell lines. Task: Regression. Given two drug SMILES strings and cell line genomic features, predict the synergy score measuring deviation from expected non-interaction effect. (1) Synergy scores: CSS=3.26, Synergy_ZIP=5.80, Synergy_Bliss=4.77, Synergy_Loewe=-0.816, Synergy_HSA=1.13. Drug 2: CC1=C(N=C(N=C1N)C(CC(=O)N)NCC(C(=O)N)N)C(=O)NC(C(C2=CN=CN2)OC3C(C(C(C(O3)CO)O)O)OC4C(C(C(C(O4)CO)O)OC(=O)N)O)C(=O)NC(C)C(C(C)C(=O)NC(C(C)O)C(=O)NCCC5=NC(=CS5)C6=NC(=CS6)C(=O)NCCC[S+](C)C)O. Cell line: SK-OV-3. Drug 1: C1=CN(C=N1)CC(O)(P(=O)(O)O)P(=O)(O)O. (2) Drug 1: C1=NC(=NC(=O)N1C2C(C(C(O2)CO)O)O)N. Cell line: SK-OV-3. Drug 2: CS(=O)(=O)CCNCC1=CC=C(O1)C2=CC3=C(C=C2)N=CN=C3NC4=CC(=C(C=C4)OCC5=CC(=CC=C5)F)Cl. Synergy scores: CSS=20.1, Synergy_ZIP=-6.59, Synergy_Bliss=-0.563, Synergy_Loewe=-4.52, Synergy_HSA=-2.44. (3) Drug 1: CN(C)C1=NC(=NC(=N1)N(C)C)N(C)C. Drug 2: C1=CC(=CC=C1CCCC(=O)O)N(CCCl)CCCl. Cell line: SF-295. Synergy scores: CSS=37.6, Synergy_ZIP=-2.69, Synergy_Bliss=-6.55, Synergy_Loewe=-14.5, Synergy_HSA=-5.33. (4) Drug 2: C1CN(CCN1C(=O)CCBr)C(=O)CCBr. Cell line: KM12. Drug 1: CN(CCCl)CCCl.Cl. Synergy scores: CSS=32.3, Synergy_ZIP=-8.11, Synergy_Bliss=-3.64, Synergy_Loewe=-22.0, Synergy_HSA=-0.398. (5) Drug 1: C1=NC2=C(N=C(N=C2N1C3C(C(C(O3)CO)O)F)Cl)N. Drug 2: CC(C)CN1C=NC2=C1C3=CC=CC=C3N=C2N. Cell line: HCT116. Synergy scores: CSS=52.4, Synergy_ZIP=4.90, Synergy_Bliss=2.96, Synergy_Loewe=-9.77, Synergy_HSA=2.46. (6) Drug 1: CC1=C(C=C(C=C1)NC2=NC=CC(=N2)N(C)C3=CC4=NN(C(=C4C=C3)C)C)S(=O)(=O)N.Cl. Drug 2: COC1=CC(=CC(=C1O)OC)C2C3C(COC3=O)C(C4=CC5=C(C=C24)OCO5)OC6C(C(C7C(O6)COC(O7)C8=CC=CS8)O)O. Cell line: KM12. Synergy scores: CSS=30.2, Synergy_ZIP=-4.48, Synergy_Bliss=0.666, Synergy_Loewe=-18.3, Synergy_HSA=2.92. (7) Drug 1: CCC1(CC2CC(C3=C(CCN(C2)C1)C4=CC=CC=C4N3)(C5=C(C=C6C(=C5)C78CCN9C7C(C=CC9)(C(C(C8N6C)(C(=O)OC)O)OC(=O)C)CC)OC)C(=O)OC)O.OS(=O)(=O)O. Drug 2: N.N.Cl[Pt+2]Cl. Cell line: U251. Synergy scores: CSS=49.9, Synergy_ZIP=6.49, Synergy_Bliss=4.08, Synergy_Loewe=7.71, Synergy_HSA=4.32. (8) Drug 1: CCCS(=O)(=O)NC1=C(C(=C(C=C1)F)C(=O)C2=CNC3=C2C=C(C=N3)C4=CC=C(C=C4)Cl)F. Drug 2: CC1CCC2CC(C(=CC=CC=CC(CC(C(=O)C(C(C(=CC(C(=O)CC(OC(=O)C3CCCCN3C(=O)C(=O)C1(O2)O)C(C)CC4CCC(C(C4)OC)O)C)C)O)OC)C)C)C)OC. Cell line: SN12C. Synergy scores: CSS=24.9, Synergy_ZIP=0.317, Synergy_Bliss=5.00, Synergy_Loewe=-22.1, Synergy_HSA=3.25.